This data is from Catalyst prediction with 721,799 reactions and 888 catalyst types from USPTO. The task is: Predict which catalyst facilitates the given reaction. (1) Reactant: [C:1]([C:3]1[C:8]([CH3:9])=[CH:7][CH:6]=[CH:5][N:4]=1)#[N:2].S(=O)(=O)(O)[OH:11].[C:15]1([CH3:21])[CH:20]=CC=C[CH:16]=1.N. Product: [CH3:16][C:15]([NH:2][C:1]([C:3]1[C:8]([CH3:9])=[CH:7][CH:6]=[CH:5][N:4]=1)=[O:11])([CH3:21])[CH3:20]. The catalyst class is: 371. (2) Reactant: [CH2:1]([N:3]([CH2:22][CH3:23])[CH2:4][CH2:5][N:6]1[C:10]2[CH:11]=[C:12]([C:19]#[N:20])[CH:13]=[C:14]([C:15]([F:18])([F:17])[F:16])[C:9]=2[NH:8][C:7]1=[O:21])[CH3:2].[F:24][C:25]([F:35])([F:34])[C:26]1[CH:33]=[CH:32][C:29]([CH2:30]Br)=[CH:28][CH:27]=1.[C:36](=[O:39])([O-])[O-:37].[K+].[K+]. Product: [F:16][C:15]([F:18])([F:17])[C:36]([OH:37])=[O:39].[CH2:22]([N:3]([CH2:1][CH3:2])[CH2:4][CH2:5][N:6]1[C:10]2[CH:11]=[C:12]([C:19]([NH2:20])=[O:37])[CH:13]=[C:14]([C:15]([F:16])([F:17])[F:18])[C:9]=2[N:8]([CH2:30][C:29]2[CH:32]=[CH:33][C:26]([C:25]([F:35])([F:34])[F:24])=[CH:27][CH:28]=2)[C:7]1=[O:21])[CH3:23]. The catalyst class is: 9. (3) Reactant: [F:1][CH:2]([F:27])[C:3]1[CH:26]=[CH:25][C:6]([O:7][C:8]2[C:13]3[CH:14]=[C:15]([C:17](O)=[O:18])[O:16][C:12]=3[CH:11]=[C:10]([C:20]([O:22][CH2:23][CH3:24])=[O:21])[CH:9]=2)=[CH:5][CH:4]=1.[CH3:28][N:29](C(ON1N=NC2C=CC=NC1=2)=[N+](C)C)[CH3:30].F[P-](F)(F)(F)(F)F.CCN(C(C)C)C(C)C.Cl.CNC. Product: [F:1][CH:2]([F:27])[C:3]1[CH:26]=[CH:25][C:6]([O:7][C:8]2[C:13]3[CH:14]=[C:15]([C:17]([N:29]([CH3:30])[CH3:28])=[O:18])[O:16][C:12]=3[CH:11]=[C:10]([C:20]([O:22][CH2:23][CH3:24])=[O:21])[CH:9]=2)=[CH:5][CH:4]=1. The catalyst class is: 18. (4) Reactant: [S:1]1[CH:5]=[CH:4][N:3]=[C:2]1[NH2:6].C([Mg]Cl)(C)C.[CH:12]1([C:15]2[NH:19][N:18]=[C:17]([NH:20][C:21]3[C:22]4[CH2:37][CH2:36][CH2:35][C:23]=4[N:24]=[C:25]([N:27]4[CH2:32][C@@H:31]5[CH2:33][C@H:28]4[C:29](=[O:34])[O:30]5)[N:26]=3)[CH:16]=2)[CH2:14][CH2:13]1. Product: [CH:12]1([C:15]2[NH:19][N:18]=[C:17]([NH:20][C:21]3[C:22]4[CH2:37][CH2:36][CH2:35][C:23]=4[N:24]=[C:25]([N:27]4[CH2:32][C@@H:31]([OH:30])[CH2:33][C@H:28]4[C:29]([NH:6][C:2]4[S:1][CH:5]=[CH:4][N:3]=4)=[O:34])[N:26]=3)[CH:16]=2)[CH2:14][CH2:13]1. The catalyst class is: 1. (5) Reactant: [N+:1]([O-:4])(O)=[O:2].[F:5][C:6]1[CH:11]=[CH:10][C:9]([NH:12][C:13](=[O:15])[CH3:14])=[C:8]([CH3:16])[CH:7]=1. Product: [F:5][C:6]1[CH:11]=[C:10]([N+:1]([O-:4])=[O:2])[C:9]([NH:12][C:13](=[O:15])[CH3:14])=[C:8]([CH3:16])[CH:7]=1. The catalyst class is: 15. (6) Reactant: [CH2:1]([C:4]1[C:8]([CH2:9][CH2:10][CH2:11][OH:12])=[CH:7][N:6]([C:13]2[CH:18]=[CH:17][C:16]([C:19]([F:22])([F:21])[F:20])=[CH:15][N:14]=2)[N:5]=1)[CH2:2][CH3:3].O[C:24]1[CH:29]=[CH:28][C:27]([CH2:30][C:31]([O:33]CC)=[O:32])=[CH:26][C:25]=1[O:36][CH3:37].C(P(CCCC)CCCC)CCC.N(C(N1CCCCC1)=O)=NC(N1CCCCC1)=O. Product: [CH3:37][O:36][C:25]1[CH:26]=[C:27]([CH2:30][C:31]([OH:33])=[O:32])[CH:28]=[CH:29][C:24]=1[O:12][CH2:11][CH2:10][CH2:9][C:8]1[C:4]([CH2:1][CH2:2][CH3:3])=[N:5][N:6]([C:13]2[CH:18]=[CH:17][C:16]([C:19]([F:21])([F:20])[F:22])=[CH:15][N:14]=2)[CH:7]=1. The catalyst class is: 7. (7) The catalyst class is: 66. Reactant: [CH2:1]([O:3][C:4]12[CH2:11][O:10][CH2:9][CH:8]1[S:7][C:6]([NH2:12])=[N:5]2)[CH3:2].[C:13]12([C:23](Cl)=[O:24])[CH2:22][CH:17]3[CH2:18][CH:19]([CH2:21][CH:15]([CH2:16]3)[CH2:14]1)[CH2:20]2. Product: [CH2:1]([O:3][C:4]12[CH2:11][O:10][CH2:9][CH:8]1[S:7][C:6]([NH:12][C:23]([C:13]13[CH2:22][CH:17]4[CH2:16][CH:15]([CH2:21][CH:19]([CH2:18]4)[CH2:20]1)[CH2:14]3)=[O:24])=[N:5]2)[CH3:2]. (8) Reactant: C(OC([NH:8][C:9]([CH3:34])([C:11]([O:13][C:14]1[C:15]([O:30][C:31](=[O:33])[CH3:32])=[C:16]2[C:21](=[C:22]3[CH:27]=[CH:26][CH:25]=[CH:24][C:23]=13)[O:20][C:19]([CH3:29])([CH3:28])[CH2:18][CH2:17]2)=[O:12])[CH3:10])=O)(C)(C)C.[ClH:35]. Product: [ClH:35].[CH3:34][C:9]([C:11]([O:13][C:14]1[C:15]([O:30][C:31](=[O:33])[CH3:32])=[C:16]2[C:21](=[C:22]3[CH:27]=[CH:26][CH:25]=[CH:24][C:23]=13)[O:20][C:19]([CH3:28])([CH3:29])[CH2:18][CH2:17]2)=[O:12])([CH3:10])[NH2:8]. The catalyst class is: 12. (9) Reactant: [N-:1]=[C:2]=[S:3].[Na+].N1C=CC=CC=1.CS(O[N:16]=[C:17](Cl)[C@H:18]1[CH2:22][O:21][C:20]2([CH2:27][CH2:26][CH2:25][CH2:24][CH2:23]2)[O:19]1)(=O)=O.[CH3:29][C:30]1[C:35]([O:36][C:37]2[C:38]([NH2:50])=[N:39][CH:40]=[C:41]([S:43][C:44]3[CH:49]=[CH:48][CH:47]=[CH:46][N:45]=3)[CH:42]=2)=[C:34]([CH3:51])[CH:33]=[CH:32][N:31]=1. Product: [CH3:29][C:30]1[C:35]([O:36][C:37]2[C:38]([NH:50][C:2]3[S:3][N:16]=[C:17]([C@H:18]4[CH2:22][O:21][C:20]5([CH2:23][CH2:24][CH2:25][CH2:26][CH2:27]5)[O:19]4)[N:1]=3)=[N:39][CH:40]=[C:41]([S:43][C:44]3[CH:49]=[CH:48][CH:47]=[CH:46][N:45]=3)[CH:42]=2)=[C:34]([CH3:51])[CH:33]=[CH:32][N:31]=1. The catalyst class is: 10. (10) Reactant: CO.[Na].[O:4]=[C:5]([NH:12][CH2:13][CH2:14][C:15]([O:17]CC)=O)[CH2:6][C:7]([O:9][CH2:10]C)=[O:8].O. Product: [O:4]=[C:5]1[CH:6]([C:7]([O:9][CH3:10])=[O:8])[C:15](=[O:17])[CH2:14][CH2:13][NH:12]1. The catalyst class is: 48.